Dataset: Forward reaction prediction with 1.9M reactions from USPTO patents (1976-2016). Task: Predict the product of the given reaction. (1) Given the reactants [C:1]([O:5][C:6]([N:8]1[CH2:13][CH2:12][CH:11]([C:14]2[NH:18][N:17]=[C:16]([O:19][CH3:20])[C:15]=2[CH3:21])[CH2:10][CH2:9]1)=[O:7])([CH3:4])([CH3:3])[CH3:2].[H-].[Na+].[CH2:24](I)[CH3:25], predict the reaction product. The product is: [C:1]([O:5][C:6]([N:8]1[CH2:13][CH2:12][CH:11]([C:14]2[N:18]([CH2:24][CH3:25])[N:17]=[C:16]([O:19][CH3:20])[C:15]=2[CH3:21])[CH2:10][CH2:9]1)=[O:7])([CH3:4])([CH3:3])[CH3:2]. (2) The product is: [CH3:12][N:11]([CH3:13])[C:9](=[O:10])[C:8]1[CH:14]=[CH:15][C:5]([C:3]2[N:4]=[C:16]([C:18]([F:21])([F:20])[F:19])[O:1][N:2]=2)=[CH:6][CH:7]=1. Given the reactants [OH:1][NH:2][C:3]([C:5]1[CH:15]=[CH:14][C:8]([C:9]([N:11]([CH3:13])[CH3:12])=[O:10])=[CH:7][CH:6]=1)=[NH:4].[C:16](O[C:16]([C:18]([F:21])([F:20])[F:19])=O)([C:18]([F:21])([F:20])[F:19])=O, predict the reaction product.